This data is from Full USPTO retrosynthesis dataset with 1.9M reactions from patents (1976-2016). The task is: Predict the reactants needed to synthesize the given product. (1) The reactants are: [C:1]([C:3]1[CH:4]=[C:5]([C:24]2[CH:29]=[CH:28][C:27]([N:30]3[C:34](=[O:35])[N:33]([CH2:36][CH2:37][NH:38]C(=O)OC(C)(C)C)[N:32]=[CH:31]3)=[C:26]([F:46])[CH:25]=2)[CH:6]=[N:7][C:8]=1[N:9]1[CH2:14][CH2:13][N:12]([C:15]2[N:20]=[CH:19][C:18]([CH2:21][CH3:22])=[CH:17][N:16]=2)[CH2:11][C@@H:10]1[CH3:23])#[N:2].[ClH:47]. Given the product [ClH:47].[NH2:38][CH2:37][CH2:36][N:33]1[C:34](=[O:35])[N:30]([C:27]2[CH:28]=[CH:29][C:24]([C:5]3[CH:6]=[N:7][C:8]([N:9]4[CH2:14][CH2:13][N:12]([C:15]5[N:20]=[CH:19][C:18]([CH2:21][CH3:22])=[CH:17][N:16]=5)[CH2:11][C@@H:10]4[CH3:23])=[C:3]([CH:4]=3)[C:1]#[N:2])=[CH:25][C:26]=2[F:46])[CH:31]=[N:32]1, predict the reactants needed to synthesize it. (2) Given the product [NH2:9][S:8]([C:6]1[CH:5]=[CH:4][C:3]([NH:12][C:13]([C:15]2[CH:20]=[C:19]([N:28]([CH:22]3[CH2:27][CH2:26][CH2:25][CH2:24][CH2:23]3)[CH2:29][CH2:30][O:31][CH3:32])[N:18]=[CH:17][N:16]=2)=[O:14])=[C:2]([CH3:1])[CH:7]=1)(=[O:11])=[O:10], predict the reactants needed to synthesize it. The reactants are: [CH3:1][C:2]1[CH:7]=[C:6]([S:8](=[O:11])(=[O:10])[NH2:9])[CH:5]=[CH:4][C:3]=1[NH:12][C:13]([C:15]1[CH:20]=[C:19](Cl)[N:18]=[CH:17][N:16]=1)=[O:14].[CH:22]1([NH:28][CH2:29][CH2:30][O:31][CH3:32])[CH2:27][CH2:26][CH2:25][CH2:24][CH2:23]1. (3) Given the product [CH2:69]([O:71][C:72]([N:74]1[CH2:75][CH2:76][N:77]([C:31](=[O:32])[C@H:30]([NH:29][C:27]([C:18]2[CH:17]=[C:16]([O:15][CH2:14][C:13]([N:9]3[CH2:10][CH2:11][CH2:12][C@H:8]3[C:6](=[O:7])[NH:5][CH:1]3[CH2:2][CH2:3][CH2:4]3)=[O:35])[N:20]([C:21]3[CH:22]=[CH:23][CH:24]=[CH:25][CH:26]=3)[N:19]=2)=[O:28])[CH3:34])[CH2:78][CH2:79]1)=[O:73])[CH3:70], predict the reactants needed to synthesize it. The reactants are: [CH:1]1([NH:5][C:6]([C@@H:8]2[CH2:12][CH2:11][CH2:10][N:9]2[C:13](=[O:35])[CH2:14][O:15][C:16]2[N:20]([C:21]3[CH:26]=[CH:25][CH:24]=[CH:23][CH:22]=3)[N:19]=[C:18]([C:27]([NH:29][C@H:30]([CH3:34])[C:31](O)=[O:32])=[O:28])[CH:17]=2)=[O:7])[CH2:4][CH2:3][CH2:2]1.CCN(C(C)C)C(C)C.CN(C(ON1N=NC2C=CC=NC1=2)=[N+](C)C)C.F[P-](F)(F)(F)(F)F.[CH2:69]([O:71][C:72]([N:74]1[CH2:79][CH2:78][NH:77][CH2:76][CH2:75]1)=[O:73])[CH3:70]. (4) Given the product [C:1]([CH:4]1[CH2:9][CH2:8][N:7]([C:10]2[CH:11]=[C:12]([CH:13]=[CH:14][CH:15]=2)[CH:16]=[O:17])[CH2:6][CH2:5]1)([OH:3])=[O:2], predict the reactants needed to synthesize it. The reactants are: [C:1]([CH:4]1[CH2:9][CH2:8][N:7]([C:10]2[CH:11]=[C:12]([CH:16]3OCC[O:17]3)[CH:13]=[CH:14][CH:15]=2)[CH2:6][CH2:5]1)([OH:3])=[O:2].Cl.[OH-].[Na+].CC(C)=O. (5) The reactants are: [CH2:1]([O:8][CH2:9][O:10][CH2:11][C@H:12]([CH3:15])[CH2:13][OH:14])[C:2]1[CH:7]=[CH:6][CH:5]=[CH:4][CH:3]=1.C(N(CC)CC)C.[S:23](Cl)([C:26]1[CH:32]=[CH:31][C:29]([CH3:30])=[CH:28][CH:27]=1)(=[O:25])=[O:24]. Given the product [CH2:1]([O:8][CH2:9][O:10][CH2:11][C@@H:12]([CH3:15])[CH2:13][O:14][S:23]([C:26]1[CH:32]=[CH:31][C:29]([CH3:30])=[CH:28][CH:27]=1)(=[O:25])=[O:24])[C:2]1[CH:7]=[CH:6][CH:5]=[CH:4][CH:3]=1, predict the reactants needed to synthesize it. (6) Given the product [ClH:1].[CH3:10][C@H:9]1[CH2:8][NH:7][CH2:6][C@@H:5]([CH3:18])[N:4]1[C:2]([O:31][CH2:30][C:29]1[CH:32]=[C:33]([O:36][CH2:19][C:20]2[CH:25]=[CH:24][CH:23]=[CH:22][CH:21]=2)[CH:34]=[CH:35][C:28]=1[F:27])=[O:3], predict the reactants needed to synthesize it. The reactants are: [Cl:1][C:2]([N:4]1[C@H:9]([CH3:10])[CH2:8][N:7](C(OC(C)(C)C)=O)[CH2:6][C@@H:5]1[CH3:18])=[O:3].[CH2:19](Cl)[C:20]1[CH:25]=[CH:24][CH:23]=[CH:22][CH:21]=1.[F:27][C:28]1[CH:35]=[CH:34][C:33]([OH:36])=[CH:32][C:29]=1[CH2:30][OH:31]. (7) Given the product [NH2:21][C:16]1[CH:17]=[CH:18][CH:19]=[CH:20][C:15]=1[S:12]([NH:11][C:5]1[CH:6]=[N:7][C:8]([O:9][CH3:10])=[C:3]([O:2][CH3:1])[CH:4]=1)(=[O:14])=[O:13], predict the reactants needed to synthesize it. The reactants are: [CH3:1][O:2][C:3]1[CH:4]=[C:5]([NH:11][S:12]([C:15]2[CH:20]=[CH:19][CH:18]=[CH:17][C:16]=2[N+:21]([O-])=O)(=[O:14])=[O:13])[CH:6]=[N:7][C:8]=1[O:9][CH3:10].